The task is: Binary Classification. Given two protein amino acid sequences, predict whether they physically interact or not.. This data is from Human Reference Interactome with 51,813 positive PPI pairs across 8,248 proteins, plus equal number of experimentally-validated negative pairs. Protein 1 (ENSG00000172115) has sequence MGDVEKGKKIFIMKCSQCHTVEKGGKHKTGPNLHGLFGRKTGQAPGYSYTAANKNKGIIWGEDTLMEYLENPKKYIPGTKMIFVGIKKKEERADLIAYLKKATNE*MGDVEKGKKIFIMKCSQCHTVEKGGKHKTGPNLHGLFGRKTGQAPGYSYTAANKNKGIIWGEDTLMEYLENPKKYIPGTKMIFVGIKKKEERADLIAYLKK. Protein 2 (ENSG00000117500) has sequence MGDKIWLPFPVLLLAALPPVLLPGAAGFTPSLDSDFTFTLPAGQKECFYQPMPLKASLEIEYQVLDGAGLDIDFHLASPEGKTLVFEQRKSDGVHTVETEVGDYMFCFDNTFSTISEKVIFFELILDNMGEQAQEQEDWKKYITGTDILDMKLEDILESINSIKSRLSKSGHIQTLLRAFEARDRNIQESNFDRVNFWSMVNLVVMVVVSAIQVYMLKSLFEDKRKSRT*MGDKIWLPFPVLLLAALPPVLLPGAAGFTPSLDSDFTFTLPAGQKECFYQPMPLKASLEIEYQVLDGAGL.... Result: 0 (the proteins do not interact).